Dataset: Forward reaction prediction with 1.9M reactions from USPTO patents (1976-2016). Task: Predict the product of the given reaction. (1) Given the reactants [N+:1]([C:4]1[CH:9]=[CH:8][C:7]([NH:10][CH:11]2[CH2:16][CH2:15][CH:14]([OH:17])[CH2:13][CH2:12]2)=[CH:6][C:5]=1[C:18]([F:21])([F:20])[F:19])([O-:3])=[O:2].[H-].[Na+].C([O:28][C:29](=[O:31])[CH3:30])(C)(C)C.FC(F)(F)C(O)=O, predict the reaction product. The product is: [N+:1]([C:4]1[CH:9]=[CH:8][C:7]([NH:10][CH:11]2[CH2:16][CH2:15][CH:14]([O:17][CH2:30][C:29]([OH:31])=[O:28])[CH2:13][CH2:12]2)=[CH:6][C:5]=1[C:18]([F:19])([F:20])[F:21])([O-:3])=[O:2]. (2) Given the reactants [N-](S(C(F)(F)F)(=O)=O)S(C(F)(F)F)(=O)=O.[O:16]([C:24]1[CH2:30][CH2:29][CH2:28][CH2:27][CH2:26][CH:25]=1)[Si:17]([C:20]([CH3:23])([CH3:22])[CH3:21])([CH3:19])[CH3:18].[C:31]([O:35][CH2:36][CH3:37])(=[O:34])[C:32]#[CH:33].C(=O)(O)[O-], predict the reaction product. The product is: [O:16]([C@@:24]12[CH:32]([C:31]([O:35][CH2:36][CH3:37])=[O:34])[CH2:33][C@@H:30]1[CH2:29][CH2:28][CH2:27][CH2:26][CH2:25]2)[Si:17]([C:20]([CH3:23])([CH3:22])[CH3:21])([CH3:19])[CH3:18]. (3) The product is: [N:35]1([CH2:41][C@@H:42]2[CH2:46][O:45][C:44](=[O:47])[N:43]2[C:18]2[CH:34]=[CH:33][C:21]([O:22][C@H:23]3[CH2:26][C@H:25]([N:27]4[CH2:32][CH2:31][CH2:30][CH2:29][CH2:28]4)[CH2:24]3)=[CH:20][CH:19]=2)[CH2:40][CH2:39][O:38][CH2:37][CH2:36]1. Given the reactants P([O-])([O-])([O-])=O.[K+].[K+].[K+].N[C@@H]1CCCC[C@H]1N.I[C:18]1[CH:34]=[CH:33][C:21]([O:22][C@H:23]2[CH2:26][C@H:25]([N:27]3[CH2:32][CH2:31][CH2:30][CH2:29][CH2:28]3)[CH2:24]2)=[CH:20][CH:19]=1.[N:35]1([CH2:41][C@@H:42]2[CH2:46][O:45][C:44](=[O:47])[NH:43]2)[CH2:40][CH2:39][O:38][CH2:37][CH2:36]1, predict the reaction product. (4) Given the reactants C([O:5][C:6](=[O:41])[CH2:7][NH:8][C:9]([C:11]1[S:12][CH:13]=[C:14]2[C:19]=1[C:18](=[O:20])[N:17]([C:21]1[CH:26]=[CH:25][CH:24]=[C:23]([S:27]([N:30]3[C:39]4[C:34](=[CH:35][CH:36]=[CH:37][CH:38]=4)[CH2:33][CH2:32][CH2:31]3)(=[O:29])=[O:28])[CH:22]=1)[C:16](=[O:40])[NH:15]2)=[O:10])(C)(C)C.C(O)(C(F)(F)F)=O, predict the reaction product. The product is: [N:30]1([S:27]([C:23]2[CH:22]=[C:21]([N:17]3[C:18](=[O:20])[C:19]4=[C:11]([C:9]([NH:8][CH2:7][C:6]([OH:41])=[O:5])=[O:10])[S:12][CH:13]=[C:14]4[NH:15][C:16]3=[O:40])[CH:26]=[CH:25][CH:24]=2)(=[O:28])=[O:29])[C:39]2[C:34](=[CH:35][CH:36]=[CH:37][CH:38]=2)[CH2:33][CH2:32][CH2:31]1.